This data is from Full USPTO retrosynthesis dataset with 1.9M reactions from patents (1976-2016). The task is: Predict the reactants needed to synthesize the given product. (1) Given the product [Br:1][C:2]1[CH:7]=[CH:6][C:5]([NH:19][C:16]2[CH:17]=[CH:18][C:13]([F:12])=[CH:14][CH:15]=2)=[C:4]([N+:9]([O-:11])=[O:10])[CH:3]=1, predict the reactants needed to synthesize it. The reactants are: [Br:1][C:2]1[CH:7]=[CH:6][C:5](F)=[C:4]([N+:9]([O-:11])=[O:10])[CH:3]=1.[F:12][C:13]1[CH:18]=[CH:17][C:16]([NH2:19])=[CH:15][CH:14]=1.C(N(CC)C(C)C)(C)C. (2) The reactants are: [CH2:1]([C@H:8]([NH:33][C:34](=[O:40])[O:35][C:36]([CH3:39])([CH3:38])[CH3:37])[C@@H:9]([OH:32])[CH2:10][N:11]([CH2:25][C:26]1[CH:31]=[CH:30][CH:29]=[CH:28][CH:27]=1)[NH:12][C:13](=[O:24])[C@@H:14]([NH:19][C:20]([O:22][CH3:23])=[O:21])[C@@H:15]([CH3:18])[CH2:16][CH3:17])[C:2]1[CH:7]=[CH:6][CH:5]=[CH:4][CH:3]=1.Cl.[C:42](O)(=[O:44])C.C(O[BH-](OC(=O)C)OC(=O)C)(=O)C.[Na+].C(=O)C1C=CC(OC)=CC=1. Given the product [CH2:1]([C@H:8]([NH:33][C:34](=[O:40])[O:35][C:36]([CH3:38])([CH3:37])[CH3:39])[C@@H:9]([OH:32])[CH2:10][N:11]([CH2:25][C:26]1[CH:27]=[CH:28][C:29]([O:44][CH3:42])=[CH:30][CH:31]=1)[NH:12][C:13](=[O:24])[C@@H:14]([NH:19][C:20]([O:22][CH3:23])=[O:21])[C@@H:15]([CH3:18])[CH2:16][CH3:17])[C:2]1[CH:3]=[CH:4][CH:5]=[CH:6][CH:7]=1, predict the reactants needed to synthesize it.